This data is from Full USPTO retrosynthesis dataset with 1.9M reactions from patents (1976-2016). The task is: Predict the reactants needed to synthesize the given product. (1) Given the product [Cl:23][C:19]1[CH:18]=[C:17]([N:16]2[C:12]([C:4]3[CH:3]=[C:2]([F:1])[CH:7]=[C:6]([O:8][CH:9]([F:10])[F:11])[CH:5]=3)=[CH:13][C:14]([C:24]([N:48]3[CH2:53][CH2:52][NH:51][C:50](=[O:54])[CH2:49]3)=[O:26])=[N:15]2)[CH:22]=[CH:21][N:20]=1, predict the reactants needed to synthesize it. The reactants are: [F:1][C:2]1[CH:3]=[C:4]([C:12]2[N:16]([C:17]3[CH:22]=[CH:21][N:20]=[C:19]([Cl:23])[CH:18]=3)[N:15]=[C:14]([C:24]([OH:26])=O)[CH:13]=2)[CH:5]=[C:6]([O:8][CH:9]([F:11])[F:10])[CH:7]=1.ClC1C=C(C2N(C3C=NC=CC=3)N=C(C([N:48]3[CH2:53][CH2:52][NH:51][C:50](=[O:54])[CH2:49]3)=O)C=2)C=C(F)C=1.O=C1CNCCN1. (2) Given the product [O:15]([C:13]1[C:12]2[C:7]([N:6]=[C:5]3[C:14]=1[CH:1]=[CH:2][CH:3]=[CH:4]3)=[CH:8][CH:9]=[CH:10][CH:11]=2)[C:20]1[CH:25]=[CH:24][CH:23]=[CH:22][CH:21]=1, predict the reactants needed to synthesize it. The reactants are: [CH:1]1[C:14]2[C:13](=[O:15])[C:12]3[C:7](=[CH:8][CH:9]=[CH:10][CH:11]=3)[NH:6][C:5]=2[CH:4]=[CH:3][CH:2]=1.O=S(Cl)Cl.[C:20]1(O)[CH:25]=[CH:24][CH:23]=[CH:22][CH:21]=1.C([O-])([O-])=O.[K+].[K+]. (3) Given the product [Br:24][CH2:23][C:11]1[N:10]=[C:9]([C:6]2[CH:7]=[CH:8][C:3]([O:2][CH3:1])=[CH:4][CH:5]=2)[CH:14]=[C:13]([C:15]2[CH:20]=[CH:19][C:18]([O:21][CH3:22])=[CH:17][CH:16]=2)[N:12]=1, predict the reactants needed to synthesize it. The reactants are: [CH3:1][O:2][C:3]1[CH:8]=[CH:7][C:6]([C:9]2[CH:14]=[C:13]([C:15]3[CH:20]=[CH:19][C:18]([O:21][CH3:22])=[CH:17][CH:16]=3)[N:12]=[C:11]([CH3:23])[N:10]=2)=[CH:5][CH:4]=1.[Br:24]N1C(=O)CCC1=O.N(C(C)(C)C#N)=NC(C)(C)C#N. (4) Given the product [CH3:10][C:11]1[CH:16]=[CH:15][C:14]([S:17]([O:6][CH:4]([CH3:5])[CH2:3][O:2][CH3:1])(=[O:19])=[O:18])=[CH:13][CH:12]=1, predict the reactants needed to synthesize it. The reactants are: [CH3:1][O:2][CH2:3][CH:4]([OH:6])[CH3:5].ClCCl.[CH3:10][C:11]1[CH:16]=[CH:15][C:14]([S:17](Cl)(=[O:19])=[O:18])=[CH:13][CH:12]=1. (5) Given the product [C:1]1([C:7]2[N:8]3[CH:20]=[C:21]([C:22]([O:24][CH2:25][CH3:26])=[O:23])[N:18]=[C:9]3[S:10][C:11]=2[C:12]2[CH:13]=[CH:14][CH:15]=[CH:16][CH:17]=2)[CH2:6][CH2:5][CH2:4][CH2:3][CH:2]=1, predict the reactants needed to synthesize it. The reactants are: [C:1]1([C:7]2[N:8]=[C:9]([NH2:18])[S:10][C:11]=2[C:12]2[CH:17]=[CH:16][CH:15]=[CH:14][CH:13]=2)[CH2:6][CH2:5][CH2:4][CH2:3][CH:2]=1.Br[CH2:20][C:21](=O)[C:22]([O:24][CH2:25][CH3:26])=[O:23].CCN(CC)CC. (6) Given the product [CH3:1][C@@H:2]1[CH2:6][CH2:5][CH2:4][N:3]1[CH2:7][CH2:8][C:9]1[O:10][C:11]2[CH:17]=[CH:16][C:15]([C:18]3[CH:19]=[C:20]([CH:26]=[CH:27][CH:28]=3)[C:21]([OH:23])=[O:22])=[CH:14][C:12]=2[CH:13]=1, predict the reactants needed to synthesize it. The reactants are: [CH3:1][C@@H:2]1[CH2:6][CH2:5][CH2:4][N:3]1[CH2:7][CH2:8][C:9]1[O:10][C:11]2[CH:17]=[CH:16][C:15]([C:18]3[CH:19]=[C:20]([CH:26]=[CH:27][CH:28]=3)[C:21]([O:23]CC)=[O:22])=[CH:14][C:12]=2[CH:13]=1.[OH-].[Na+].